From a dataset of Peptide-MHC class I binding affinity with 185,985 pairs from IEDB/IMGT. Regression. Given a peptide amino acid sequence and an MHC pseudo amino acid sequence, predict their binding affinity value. This is MHC class I binding data. (1) The peptide sequence is NFQTMPGTF. The MHC is HLA-A24:02 with pseudo-sequence HLA-A24:02. The binding affinity (normalized) is 0.525. (2) The peptide sequence is TVGYMYIMK. The MHC is HLA-A69:01 with pseudo-sequence HLA-A69:01. The binding affinity (normalized) is 0.0847. (3) The peptide sequence is MVHIYFVSL. The MHC is H-2-Kb with pseudo-sequence H-2-Kb. The binding affinity (normalized) is 0.796. (4) The peptide sequence is RSSPRETMK. The MHC is HLA-A02:03 with pseudo-sequence HLA-A02:03. The binding affinity (normalized) is 0.0847. (5) The peptide sequence is YFSGIMVRL. The MHC is HLA-B07:02 with pseudo-sequence HLA-B07:02. The binding affinity (normalized) is 0.0847. (6) The peptide sequence is NTIEELSGY. The MHC is HLA-B58:01 with pseudo-sequence HLA-B58:01. The binding affinity (normalized) is 0.0847.